Dataset: Reaction yield outcomes from USPTO patents with 853,638 reactions. Task: Predict the reaction yield, written as a fraction of the theoretical maximum amount of product (1.0 means a 100% yield; for example, 0.34 means a 34% yield). (1) The reactants are [CH:1]1[C:6]([C:7]([F:10])([F:9])[F:8])=[CH:5][C:4]([N:11]=[C:12]=[O:13])=[CH:3][C:2]=1[C:14]([F:17])([F:16])[F:15].[Cl:18][C:19]1[CH:27]=[C:26]2[C:22]([CH2:23][C:24](=[O:28])[NH:25]2)=[CH:21][CH:20]=1.Cl. The catalyst is O1CCCC1.C(N(CC)CC)C. The product is [F:17][C:14]([F:15])([F:16])[C:2]1[CH:3]=[C:4]([NH:11][C:12]([C:23]2[C:22]3[C:26](=[CH:27][C:19]([Cl:18])=[CH:20][CH:21]=3)[NH:25][C:24]=2[OH:28])=[O:13])[CH:5]=[C:6]([C:7]([F:10])([F:8])[F:9])[CH:1]=1. The yield is 0.407. (2) The reactants are [C:1]1([CH:7]2[C:11](=O)O[NH2+:9][S:8]2)[CH:6]=[CH:5][CH:4]=[CH:3][CH:2]=1.[C:13]([O:17]C)(=[O:16])[C:14]#[CH:15].[C:19]1(C)C=CC=CC=1. No catalyst specified. The product is [C:1]1([C:7]2[S:8][N:9]=[CH:19][C:11]=2[C:13]([O-:17])=[O:16])[CH:2]=[CH:3][CH:4]=[CH:5][CH:6]=1.[C:1]1([C:7]2[S:8][N:9]=[C:14]([C:13]([O-:17])=[O:16])[CH:15]=2)[CH:6]=[CH:5][CH:4]=[CH:3][CH:2]=1. The yield is 0.0700.